From a dataset of Forward reaction prediction with 1.9M reactions from USPTO patents (1976-2016). Predict the product of the given reaction. (1) Given the reactants [C:1]([C:3]1[CH:8]=[CH:7][C:6]([CH:9]=[CH2:10])=[CH:5][CH:4]=1)#[CH:2].[CH2:11]([O:13][C:14](=[O:18])/[CH:15]=[CH:16]\I)[CH3:12], predict the reaction product. The product is: [CH2:11]([O:13][C:14](=[O:18])[CH:15]=[CH:16][C:2]#[C:1][C:3]1[CH:8]=[CH:7][C:6]([CH:9]=[CH2:10])=[CH:5][CH:4]=1)[CH3:12]. (2) The product is: [F:1][C:2]1[CH:7]=[C:6]([CH3:8])[C:5]([C:9]2[C:20](=[O:21])[N:19]([CH3:22])[C:12]3[N:13]=[C:14]([NH:36][CH3:35])[N:15]=[CH:16][C:11]=3[CH:10]=2)=[CH:4][C:3]=1[NH:23][C:24]([NH:26][C:27]1[CH:31]=[C:30]([CH:32]([CH3:34])[CH3:33])[O:29][N:28]=1)=[O:25]. Given the reactants [F:1][C:2]1[CH:7]=[C:6]([CH3:8])[C:5]([C:9]2[C:20](=[O:21])[N:19]([CH3:22])[C:12]3[N:13]=[C:14](SC)[N:15]=[CH:16][C:11]=3[CH:10]=2)=[CH:4][C:3]=1[NH:23][C:24]([NH:26][C:27]1[CH:31]=[C:30]([CH:32]([CH3:34])[CH3:33])[O:29][N:28]=1)=[O:25].[CH3:35][NH2:36].C1COCC1, predict the reaction product. (3) Given the reactants C1(P(C2C=CC=CC=2)C2C=CC3C(=CC=CC=3)C=2C2C3C(=CC=CC=3)C=CC=2P(C2C=CC=CC=2)C2C=CC=CC=2)C=CC=CC=1.C(=O)([O-])[O-].[Cs+].[Cs+].Cl.[CH3:54][O:55][C:56](=[O:65])[CH2:57][CH2:58][CH:59]1[CH2:64][CH2:63][NH:62][CH2:61][CH2:60]1.Br[C:67]1[CH:72]=[CH:71][C:70]([Cl:73])=[CH:69][CH:68]=1, predict the reaction product. The product is: [CH3:54][O:55][C:56](=[O:65])[CH2:57][CH2:58][CH:59]1[CH2:64][CH2:63][N:62]([C:67]2[CH:72]=[CH:71][C:70]([Cl:73])=[CH:69][CH:68]=2)[CH2:61][CH2:60]1. (4) Given the reactants [F:1][C:2]([C:5]1[CH:6]=[C:7]([CH:9]=[CH:10][CH:11]=1)[NH2:8])([F:4])[CH3:3].O=[N+]([O-])[O-].[O-][N+](=O)[O-].[O-][N+](=O)[O-].[O-][N+](=O)[O-].[O-][N+](=O)[O-].[O-][N+](=O)[O-].[Ce+4].[NH4+].[NH4+].C([O:46][CH2:47][CH3:48])(OCC)OCC.[N+:49]([CH2:52]C(OCC)=O)([O-])=O.[C:58](O)(=O)C, predict the reaction product. The product is: [F:1][C:2]([C:5]1[CH:6]=[C:7]([N:8]2[CH:58]=[C:48]([CH2:47][OH:46])[N:49]=[CH:52]2)[CH:9]=[CH:10][CH:11]=1)([F:4])[CH3:3]. (5) Given the reactants [O:1]=[C:2]1[C:11]2[CH:10]=[C:9]([C:12]3[N:17]=[C:16]([S:18]([NH2:21])(=[O:20])=[O:19])[CH:15]=[CH:14][CH:13]=3)[CH:8]=[CH:7][C:6]=2[CH2:5][CH2:4][CH2:3]1.CCN=C=NCCCN(C)C.[C:33]1([CH2:39][CH2:40][CH2:41][CH2:42][CH2:43][C:44](O)=[O:45])[CH:38]=[CH:37][CH:36]=[CH:35][CH:34]=1.Cl, predict the reaction product. The product is: [C:33]1([CH2:39][CH2:40][CH2:41][CH2:42][CH2:43][C:44]([NH:21][S:18]([C:16]2[CH:15]=[CH:14][CH:13]=[C:12]([C:9]3[CH:8]=[CH:7][C:6]4[CH2:5][CH2:4][CH2:3][C:2](=[O:1])[C:11]=4[CH:10]=3)[N:17]=2)(=[O:20])=[O:19])=[O:45])[CH:38]=[CH:37][CH:36]=[CH:35][CH:34]=1. (6) Given the reactants [CH:1]1([CH2:4][N:5]2[C:10](=[O:11])[C:9]([CH2:12]OS(C)(=O)=O)=[CH:8][C:7]([C:18]3[CH:23]=[CH:22][C:21]([O:24][CH3:25])=[C:20]([F:26])[CH:19]=3)=[N:6]2)[CH2:3][CH2:2]1.[CH3:27][N:28]1[CH2:33][CH2:32][NH:31][CH2:30][CH2:29]1, predict the reaction product. The product is: [CH:1]1([CH2:4][N:5]2[C:10](=[O:11])[C:9]([CH2:12][N:31]3[CH2:32][CH2:33][N:28]([CH3:27])[CH2:29][CH2:30]3)=[CH:8][C:7]([C:18]3[CH:23]=[CH:22][C:21]([O:24][CH3:25])=[C:20]([F:26])[CH:19]=3)=[N:6]2)[CH2:3][CH2:2]1. (7) Given the reactants [Br:1][C:2]1[CH:3]=[CH:4][C:5]([O:15][CH2:16][C:17]2[CH:22]=[CH:21][C:20]([F:23])=[CH:19][CH:18]=2)=[C:6]([C:8](=O)[CH2:9][CH2:10][C:11](=O)[CH3:12])[CH:7]=1.[NH2:24][C:25]1[CH:26]=[CH:27][C:28]([CH3:34])=[C:29]([CH:33]=1)[C:30]([OH:32])=[O:31].CC1C=CC(S(O)(=O)=O)=CC=1, predict the reaction product. The product is: [Br:1][C:2]1[CH:3]=[CH:4][C:5]([O:15][CH2:16][C:17]2[CH:22]=[CH:21][C:20]([F:23])=[CH:19][CH:18]=2)=[C:6]([C:8]2[N:24]([C:25]3[CH:33]=[C:29]([C:28]([CH3:34])=[CH:27][CH:26]=3)[C:30]([OH:32])=[O:31])[C:11]([CH3:12])=[CH:10][CH:9]=2)[CH:7]=1. (8) Given the reactants [CH3:1][N:2]([CH3:8])[C@@H:3]1[CH2:7][CH2:6][NH:5][CH2:4]1.F[C:10]1[C:15]([N+:16]([O-:18])=[O:17])=[CH:14][C:13]([NH:19][C:20]2[N:25]=[C:24]([C:26]3[CH:27]=[N:28][N:29]4[CH:34]=[CH:33][CH:32]=[CH:31][C:30]=34)[CH:23]=[CH:22][N:21]=2)=[C:12]([O:35][CH3:36])[CH:11]=1.CCN(C(C)C)C(C)C, predict the reaction product. The product is: [CH3:1][N:2]([CH3:8])[C@@H:3]1[CH2:7][CH2:6][N:5]([C:10]2[C:15]([N+:16]([O-:18])=[O:17])=[CH:14][C:13]([NH:19][C:20]3[N:25]=[C:24]([C:26]4[CH:27]=[N:28][N:29]5[CH:34]=[CH:33][CH:32]=[CH:31][C:30]=45)[CH:23]=[CH:22][N:21]=3)=[C:12]([O:35][CH3:36])[CH:11]=2)[CH2:4]1. (9) Given the reactants [N:1]1[NH:2][N:3]=[N:4][C:5]=1[CH:6]1[CH2:11][O:10][CH2:9][CH2:8][N:7]1[C:12]([O:14][C:15]([CH3:18])([CH3:17])[CH3:16])=[O:13].CC(C)([O-])C.[Na+].F[B-](F)(F)F.[Cl:30][C:31]1[CH:32]=[C:33]([I+][C:33]2[CH:34]=[CH:35][CH:36]=[C:31]([Cl:30])[CH:32]=2)[CH:34]=[CH:35][CH:36]=1, predict the reaction product. The product is: [Cl:30][C:31]1[CH:36]=[C:35]([N:3]2[N:2]=[N:1][C:5]([CH:6]3[CH2:11][O:10][CH2:9][CH2:8][N:7]3[C:12]([O:14][C:15]([CH3:18])([CH3:17])[CH3:16])=[O:13])=[N:4]2)[CH:34]=[CH:33][CH:32]=1. (10) The product is: [F:1][C:2]1[CH:9]=[C:8]([C:10]([F:13])([F:12])[F:11])[CH:7]=[CH:6][C:3]=1[CH:4]([C:40]1[C:39]2[C:43](=[C:35]([CH2:34][S:33][CH3:32])[CH:36]=[CH:37][CH:38]=2)[NH:42][CH:41]=1)[CH2:19][C:20]([O:22][CH2:15][CH3:23])=[O:21]. Given the reactants [F:1][C:2]1[CH:9]=[C:8]([C:10]([F:13])([F:12])[F:11])[CH:7]=[CH:6][C:3]=1[CH:4]=O.C[C:15]1([CH3:23])[O:22][C:20](=[O:21])[CH2:19]C(=O)O1.N1CCCC1C(O)=O.[CH3:32][S:33][CH2:34][C:35]1[CH:36]=[CH:37][CH:38]=[C:39]2[C:43]=1[NH:42][CH:41]=[CH:40]2, predict the reaction product.